Dataset: Peptide-MHC class II binding affinity with 134,281 pairs from IEDB. Task: Regression. Given a peptide amino acid sequence and an MHC pseudo amino acid sequence, predict their binding affinity value. This is MHC class II binding data. (1) The peptide sequence is WIILGLNKIVRMYSPISI. The MHC is DRB1_1302 with pseudo-sequence DRB1_1302. The binding affinity (normalized) is 0.767. (2) The peptide sequence is AYGSFVRTVSLPVGA. The MHC is HLA-DPA10103-DPB10401 with pseudo-sequence HLA-DPA10103-DPB10401. The binding affinity (normalized) is 0.556. (3) The peptide sequence is YLEDARRLKAIYEKKK. The MHC is DRB1_1101 with pseudo-sequence DRB1_1101. The binding affinity (normalized) is 0.524. (4) The peptide sequence is AAIVNKLKAILVDLE. The MHC is HLA-DQA10301-DQB10302 with pseudo-sequence HLA-DQA10301-DQB10302. The binding affinity (normalized) is 0.119. (5) The peptide sequence is AILPEYGTLGLECSP. The MHC is DRB1_0802 with pseudo-sequence DRB1_0802. The binding affinity (normalized) is 0.583. (6) The peptide sequence is VMRYTIDKEFEKICR. The MHC is DRB1_0802 with pseudo-sequence DRB1_0802. The binding affinity (normalized) is 0.357.